From a dataset of Tox21: 12 toxicity assays (nuclear receptors and stress response pathways). Binary classification across 12 toxicity assays. (1) The drug is O=C(Oc1ccccc1)c1ccccc1O. It tested positive (active) for: NR-AR (Androgen Receptor agonist activity), and SR-HSE (Heat Shock Element response). (2) The drug is O=[N+]([O-])c1ccc(O)c2ncccc12. It tested positive (active) for: NR-AhR (Aryl hydrocarbon Receptor agonist activity), SR-HSE (Heat Shock Element response), and SR-MMP (Mitochondrial Membrane Potential disruption). (3) The molecule is COC(COC(N)=O)C1=C(N2CC2)C(=O)C(C)=C(N2CC2)C1=O. It tested positive (active) for: SR-p53 (p53 tumor suppressor activation). (4) The molecule is COC(=O)C1=C(C)NC(C)=C(C(=O)OCC(C)C)C1c1ccccc1[N+](=O)[O-]. It tested positive (active) for: NR-AhR (Aryl hydrocarbon Receptor agonist activity), and SR-HSE (Heat Shock Element response). (5) The compound is CCOc1ccc(NC(=O)CC(C)=O)cc1. It tested positive (active) for: NR-AhR (Aryl hydrocarbon Receptor agonist activity).